From a dataset of Reaction yield outcomes from USPTO patents with 853,638 reactions. Predict the reaction yield, written as a fraction of the theoretical maximum amount of product (1.0 means a 100% yield; for example, 0.34 means a 34% yield). The reactants are [CH3:1][N:2]1[C@@H:11]([C@H:12]2[O:21][C:19](=[O:20])[C:18]3[C:17]([O:22]C)=[C:16]([O:24][CH3:25])[CH:15]=[CH:14][C:13]2=3)[C:10]2[C:9]([O:26][CH3:27])=[C:8]3[O:28][CH2:29][O:30][C:7]3=[CH:6][C:5]=2[CH2:4][CH2:3]1.[N-]=[N+]=[N-].[Na+].[I-].[Na+]. The catalyst is CN(C)C=O.CCOC(C)=O. The product is [OH:22][C:17]1[C:16]([O:24][CH3:25])=[CH:15][CH:14]=[C:13]2[C:18]=1[C:19](=[O:20])[O:21][C@@H:12]2[C@H:11]1[C:10]2[C:9]([O:26][CH3:27])=[C:8]3[O:28][CH2:29][O:30][C:7]3=[CH:6][C:5]=2[CH2:4][CH2:3][N:2]1[CH3:1]. The yield is 0.780.